This data is from Reaction yield outcomes from USPTO patents with 853,638 reactions. The task is: Predict the reaction yield, written as a fraction of the theoretical maximum amount of product (1.0 means a 100% yield; for example, 0.34 means a 34% yield). (1) The reactants are [F:1][C:2]([F:33])([F:32])[C:3]1([CH2:7][N:8]2[CH2:13][CH2:12][CH:11]([CH2:14][NH:15][C:16]3[CH:21]=[CH:20][C:19]([C:22]4[CH:27]=[CH:26][C:25]([C:28]([O:30]C)=[O:29])=[CH:24][CH:23]=4)=[CH:18][CH:17]=3)[CH2:10][CH2:9]2)[CH2:6][CH2:5][CH2:4]1.O[Li].O. The catalyst is C1COCC1. The product is [F:33][C:2]([F:1])([F:32])[C:3]1([CH2:7][N:8]2[CH2:13][CH2:12][CH:11]([CH2:14][NH:15][C:16]3[CH:21]=[CH:20][C:19]([C:22]4[CH:23]=[CH:24][C:25]([C:28]([OH:30])=[O:29])=[CH:26][CH:27]=4)=[CH:18][CH:17]=3)[CH2:10][CH2:9]2)[CH2:6][CH2:5][CH2:4]1. The yield is 0.980. (2) The reactants are [Cl:1][C:2]1[N:3]=[C:4]([N:17]([CH3:19])[CH3:18])[C:5]2[CH2:10][CH:9]=[C:8]([C:11]3[CH:16]=[CH:15][CH:14]=[CH:13][CH:12]=3)[C:6]=2[N:7]=1.[OH2:20].OO.[OH-].[Na+]. The catalyst is C1COCC1.CCOC(C)=O. The product is [Cl:1][C:2]1[N:3]=[C:4]([N:17]([CH3:19])[CH3:18])[C:5]2[CH2:10][C@H:9]([OH:20])[C@@H:8]([C:11]3[CH:12]=[CH:13][CH:14]=[CH:15][CH:16]=3)[C:6]=2[N:7]=1. The yield is 0.500. (3) The reactants are [C:1]([O:5][C:6]([N:8]1[CH2:13][CH2:12][CH:11]([C:14]([OH:16])=O)[CH:10]([CH3:17])[CH2:9]1)=[O:7])([CH3:4])([CH3:3])[CH3:2].C1N=CN(C(N2C=NC=C2)=O)C=1.O[N:31]=[C:32]([C:34]1[CH:43]=[CH:42][C:41]2[C:36](=[CH:37][CH:38]=[CH:39][CH:40]=2)[N:35]=1)[NH2:33]. The catalyst is CN(C=O)C. The product is [CH3:17][CH:10]1[CH:11]([C:14]2[O:16][N:33]=[C:32]([C:34]3[CH:43]=[CH:42][C:41]4[C:36](=[CH:37][CH:38]=[CH:39][CH:40]=4)[N:35]=3)[N:31]=2)[CH2:12][CH2:13][N:8]([C:6]([O:5][C:1]([CH3:2])([CH3:3])[CH3:4])=[O:7])[CH2:9]1. The yield is 0.170. (4) The reactants are [F:1][C:2]1[CH:7]=[CH:6][CH:5]=[C:4]([F:8])[C:3]=1[C:9]1[O:10][C:11]([NH:16][C:17]2[CH:22]=[CH:21][CH:20]=[CH:19][C:18]=2[O:23][CH3:24])=[C:12]([C:14]#[N:15])[N:13]=1.[OH-:25].[K+]. The catalyst is O. The product is [F:8][C:4]1[CH:5]=[CH:6][CH:7]=[C:2]([F:1])[C:3]=1[C:9]1[O:10][C:11]([NH:16][C:17]2[CH:22]=[CH:21][CH:20]=[CH:19][C:18]=2[O:23][CH3:24])=[C:12]([C:14]([NH2:15])=[O:25])[N:13]=1. The yield is 0.550.